Dataset: Catalyst prediction with 721,799 reactions and 888 catalyst types from USPTO. Task: Predict which catalyst facilitates the given reaction. (1) Reactant: [C:1]([C:3]([C:15]1[CH:20]=[CH:19][CH:18]=[CH:17][CH:16]=1)([C:9]1[CH:14]=[CH:13][CH:12]=[CH:11][CH:10]=1)[CH2:4][CH2:5][C:6](O)=[O:7])#[N:2].C(Cl)(=O)C([Cl:24])=O. Product: [C:1]([C:3]([C:15]1[CH:20]=[CH:19][CH:18]=[CH:17][CH:16]=1)([C:9]1[CH:14]=[CH:13][CH:12]=[CH:11][CH:10]=1)[CH2:4][CH2:5][C:6]([Cl:24])=[O:7])#[N:2]. The catalyst class is: 204. (2) Product: [C:1]([O:5][C:6](=[O:27])[NH:7][CH2:8][CH:9]([NH2:16])[C:10]1[CH:11]=[CH:12][CH:13]=[CH:14][CH:15]=1)([CH3:4])([CH3:2])[CH3:3]. The catalyst class is: 36. Reactant: [C:1]([O:5][C:6](=[O:27])[NH:7][CH2:8][CH:9]([N:16]1C(=O)C2C(=CC=CC=2)C1=O)[C:10]1[CH:15]=[CH:14][CH:13]=[CH:12][CH:11]=1)([CH3:4])([CH3:3])[CH3:2].O.NN. (3) Reactant: [Si:1]([O:8][CH:9]1[CH2:12][CH:11]([C:13](OC)=[O:14])[CH2:10]1)([C:4]([CH3:7])([CH3:6])[CH3:5])([CH3:3])[CH3:2]. Product: [Si:1]([O:8][CH:9]1[CH2:10][CH:11]([CH2:13][OH:14])[CH2:12]1)([C:4]([CH3:7])([CH3:6])[CH3:5])([CH3:3])[CH3:2]. The catalyst class is: 1. (4) Reactant: FC(F)(F)C(O)=O.[F:8][C:9]1[C:19]2[N:18]([CH3:20])[C:17](=[O:21])[O:16][CH2:15][CH2:14][C:13]=2[CH:12]=[C:11]([N:22]2[CH2:26][C@H:25]([CH2:27][NH:28][C:29](=[O:35])[O:30][C:31](C)(C)C)[O:24][C:23]2=[O:36])[CH:10]=1.ClC(OC)=O.C(N(C(C)C)CC)(C)C.NC[C@@H]1OC(=O)N(C2C=C(F)C3N(C)C(=O)OCCC=3C=2)C1. Product: [F:8][C:9]1[C:19]2[N:18]([CH3:20])[C:17](=[O:21])[O:16][CH2:15][CH2:14][C:13]=2[CH:12]=[C:11]([N:22]2[CH2:26][C@H:25]([CH2:27][NH:28][C:29](=[O:35])[O:30][CH3:31])[O:24][C:23]2=[O:36])[CH:10]=1. The catalyst class is: 366.